Task: Predict the reaction yield, written as a fraction of the theoretical maximum amount of product (1.0 means a 100% yield; for example, 0.34 means a 34% yield).. Dataset: Reaction yield outcomes from USPTO patents with 853,638 reactions (1) The reactants are [Br:1][C:2]1[CH:7]=[CH:6][C:5]([NH2:8])=[C:4]([C:9]2[CH2:14][CH2:13][C:12]([CH3:16])([CH3:15])[CH2:11][CH:10]=2)[CH:3]=1.[C:17]([C:19]1[N:20]=[C:21]([C:32]([O-])=[O:33])[N:22]([CH2:24][O:25][CH2:26][CH2:27][Si:28]([CH3:31])([CH3:30])[CH3:29])[CH:23]=1)#[N:18].[K+].C1CN([P+](Br)(N2CCCC2)N2CCCC2)CC1.F[P-](F)(F)(F)(F)F.CCN(C(C)C)C(C)C. The catalyst is CN(C=O)C.CCOC(C)=O. The product is [Br:1][C:2]1[CH:7]=[CH:6][C:5]([NH:8][C:32]([C:21]2[N:22]([CH2:24][O:25][CH2:26][CH2:27][Si:28]([CH3:31])([CH3:30])[CH3:29])[CH:23]=[C:19]([C:17]#[N:18])[N:20]=2)=[O:33])=[C:4]([C:9]2[CH2:14][CH2:13][C:12]([CH3:16])([CH3:15])[CH2:11][CH:10]=2)[CH:3]=1. The yield is 0.880. (2) The reactants are [Cl:1][C:2]1[C:3]2[S:10][CH:9]=[C:8]([C:11]([OH:13])=O)[C:4]=2[N:5]=[CH:6][N:7]=1.C(Cl)(=O)C(Cl)=O.ClCCl.[NH2:23][C:24]1[C:25]([F:39])=[C:26]([NH:31][S:32]([CH2:35][CH2:36][CH2:37][F:38])(=[O:34])=[O:33])[CH:27]=[CH:28][C:29]=1[Cl:30]. The catalyst is C1COCC1.CN(C=O)C. The product is [Cl:1][C:2]1[C:3]2[S:10][CH:9]=[C:8]([C:11]([NH:23][C:24]3[C:29]([Cl:30])=[CH:28][CH:27]=[C:26]([NH:31][S:32]([CH2:35][CH2:36][CH2:37][F:38])(=[O:33])=[O:34])[C:25]=3[F:39])=[O:13])[C:4]=2[N:5]=[CH:6][N:7]=1. The yield is 0.710. (3) The reactants are [C:1]([O:5][C:6]([NH:8][C@@H:9]1[CH2:12][C@H:11]([C:13]([OH:15])=O)[C:10]1([CH3:17])[CH3:16])=[O:7])([CH3:4])([CH3:3])[CH3:2].[CH:18]1[CH:19]=[CH:20]C2N(O)N=[N:24][C:22]=2[CH:23]=1.N1CCCCC1.CCN(CC)CC. The catalyst is C(Cl)Cl. The product is [CH3:16][C:10]1([CH3:17])[C@@H:11]([C:13]([N:24]2[CH2:20][CH2:19][CH2:18][CH2:23][CH2:22]2)=[O:15])[CH2:12][C@H:9]1[NH:8][C:6](=[O:7])[O:5][C:1]([CH3:2])([CH3:3])[CH3:4]. The yield is 0.628. (4) The reactants are [C:1]([N:4]1[CH2:9][CH2:8][N:7]([CH2:10][CH2:11][O:12][C:13]2[CH:18]=[CH:17][C:16]([CH:19]3[CH2:24][CH2:23][N:22]([C:25]4[CH:26]=[CH:27][C:28]5[N:29]([C:31]([C:34]([F:37])([F:36])[F:35])=[N:32][N:33]=5)[N:30]=4)[CH2:21][CH2:20]3)=[CH:15][CH:14]=2)[CH2:6][CH2:5]1)(=[O:3])[CH3:2]. The catalyst is [Pd].CO. The product is [C:1]([N:4]1[CH2:5][CH2:6][N:7]([CH2:10][CH2:11][O:12][C:13]2[CH:14]=[CH:15][C:16]([CH:19]3[CH2:20][CH2:21][N:22]([C:25]4[CH2:26][CH2:27][C:28]5[N:29]([C:31]([C:34]([F:35])([F:36])[F:37])=[N:32][N:33]=5)[N:30]=4)[CH2:23][CH2:24]3)=[CH:17][CH:18]=2)[CH2:8][CH2:9]1)(=[O:3])[CH3:2]. The yield is 0.880. (5) The yield is 0.430. The reactants are [NH2:1][C:2]1[CH:7]=[CH:6][CH:5]=[CH:4][CH:3]=1.[CH2:8]([O:10][C:11]([C:13]1[CH:14]=[N:15][N:16]([C:18]2[N:22]([CH2:23][O:24][CH2:25][CH2:26][O:27][CH3:28])[C:21]3[CH:29]=[C:30]([Cl:37])[C:31]([S:33](Cl)(=[O:35])=[O:34])=[CH:32][C:20]=3[N:19]=2)[CH:17]=1)=[O:12])[CH3:9]. The catalyst is N1C=CC=CC=1. The product is [CH2:8]([O:10][C:11]([C:13]1[CH:14]=[N:15][N:16]([C:18]2[N:22]([CH2:23][O:24][CH2:25][CH2:26][O:27][CH3:28])[C:21]3[CH:29]=[C:30]([Cl:37])[C:31]([S:33](=[O:35])(=[O:34])[NH:1][C:2]4[CH:7]=[CH:6][CH:5]=[CH:4][CH:3]=4)=[CH:32][C:20]=3[N:19]=2)[CH:17]=1)=[O:12])[CH3:9]. (6) The reactants are [C:1]1([CH2:7][CH2:8][C:9](Cl)=[O:10])[CH:6]=[CH:5][CH:4]=[CH:3][CH:2]=1.[C:12]([O:16][C:17](=[O:36])[NH:18][CH:19]1[CH2:24][CH2:23][N:22]([S:25]([C:28]2[CH:33]=[CH:32][C:31]([NH2:34])=[C:30]([Cl:35])[CH:29]=2)(=[O:27])=[O:26])[CH2:21][CH2:20]1)([CH3:15])([CH3:14])[CH3:13]. The catalyst is N1C=CC=CC=1.C(Cl)Cl. The product is [C:12]([O:16][C:17](=[O:36])[NH:18][CH:19]1[CH2:20][CH2:21][N:22]([S:25]([C:28]2[CH:33]=[CH:32][C:31]([NH:34][C:9](=[O:10])[CH2:8][CH2:7][C:1]3[CH:6]=[CH:5][CH:4]=[CH:3][CH:2]=3)=[C:30]([Cl:35])[CH:29]=2)(=[O:27])=[O:26])[CH2:23][CH2:24]1)([CH3:15])([CH3:13])[CH3:14]. The yield is 0.0800.